This data is from Full USPTO retrosynthesis dataset with 1.9M reactions from patents (1976-2016). The task is: Predict the reactants needed to synthesize the given product. The reactants are: Cl.[CH3:2][O:3][C:4]1[CH:9]=[CH:8][C:7]([NH:10]N)=[CH:6][CH:5]=1.[C:12]([O:19][CH2:20][CH3:21])(=[O:18])[CH2:13][CH2:14][C:15]([CH3:17])=O. Given the product [CH2:20]([O:19][C:12](=[O:18])[CH2:13][C:14]1[C:8]2[C:7](=[CH:6][CH:5]=[C:4]([O:3][CH3:2])[CH:9]=2)[NH:10][C:15]=1[CH3:17])[CH3:21], predict the reactants needed to synthesize it.